The task is: Predict the product of the given reaction.. This data is from Forward reaction prediction with 1.9M reactions from USPTO patents (1976-2016). (1) Given the reactants [NH:1]1[C:5]2=[CH:6][N:7]=[CH:8][CH:9]=[C:4]2[CH:3]=[CH:2]1.[H-].[Na+].I[CH2:13][CH2:14][CH3:15], predict the reaction product. The product is: [CH2:13]([N:1]1[C:5]2=[CH:6][N:7]=[CH:8][CH:9]=[C:4]2[CH:3]=[CH:2]1)[CH2:14][CH3:15]. (2) Given the reactants [Br:1][C:2]1[CH:3]=[C:4]([C:9]2[N:10]=[C:11]3[CH:16]=[CH:15][CH:14]=[CH:13][N:12]3[CH:17]=2)[C:5](O)=[N:6][CH:7]=1.CN([CH:21]=[O:22])C.O=P(Cl)(Cl)[Cl:25], predict the reaction product. The product is: [Br:1][C:2]1[CH:3]=[C:4]([C:9]2[N:10]=[C:11]3[CH:16]=[CH:15][CH:14]=[CH:13][N:12]3[C:17]=2[CH:21]=[O:22])[C:5]([Cl:25])=[N:6][CH:7]=1. (3) Given the reactants C([O:5][C:6]([C:8]1[C:9]([C:25]2[CH:30]=[CH:29][CH:28]=[CH:27][CH:26]=2)=[N:10][O:11][C:12]=1[C:13]1[CH:18]=[CH:17][C:16]([CH2:19][C:20]([O:22][CH3:23])=[O:21])=[CH:15][C:14]=1[Cl:24])=[O:7])(C)(C)C, predict the reaction product. The product is: [Cl:24][C:14]1[CH:15]=[C:16]([CH2:19][C:20]([O:22][CH3:23])=[O:21])[CH:17]=[CH:18][C:13]=1[C:12]1[O:11][N:10]=[C:9]([C:25]2[CH:26]=[CH:27][CH:28]=[CH:29][CH:30]=2)[C:8]=1[C:6]([OH:7])=[O:5]. (4) Given the reactants [NH:1]1[C:9]2[C:4](=[N:5][CH:6]=[CH:7][CH:8]=2)[CH:3]=[C:2]1[C:10]([NH2:12])=[O:11].[NH2:13][C:14]1[CH:15]=[C:16]([S:20][S:20][C:16]2[CH:17]=[CH:18][CH:19]=[C:14]([NH2:13])[CH:15]=2)[CH:17]=[CH:18][CH:19]=1, predict the reaction product. The product is: [NH2:13][C:14]1[CH:15]=[C:16]([S:20][C:3]2[C:4]3=[N:5][CH:6]=[CH:7][CH:8]=[C:9]3[NH:1][C:2]=2[C:10]([NH2:12])=[O:11])[CH:17]=[CH:18][CH:19]=1. (5) Given the reactants [CH3:1][O:2][C:3]1[C:4]([N+:23]([O-:25])=[O:24])=[C:5]([NH:9][C:10](=O)OCCCC(C(C)(C)C)OC)[CH:6]=[CH:7][CH:8]=1.[C:26]([O:29][CH2:30][CH3:31])(=O)C.Cl.[C:33](OCC)(=O)C, predict the reaction product. The product is: [CH3:1][O:2][C:3]1[C:4]([N+:23]([O-:25])=[O:24])=[C:5]([CH:6]=[CH:7][CH:8]=1)[NH:9][CH2:10][CH2:33][CH2:31][CH2:30][O:29][CH3:26]. (6) Given the reactants CC1C=[N+]([O-])C=CC=1[N+]([O-])=O.[N+]1([O-])C2C(=CC=CC=2)C=CC=1.[N+:23]([C:26]1[C:35]2[C:30](=[CH:31][CH:32]=[CH:33][CH:34]=2)[N+:29]([O-])=[CH:28][CH:27]=1)([O-:25])=[O:24].P(Br)(Br)([Br:39])=O, predict the reaction product. The product is: [Br:39][C:28]1[CH:27]=[C:26]([N+:23]([O-:25])=[O:24])[C:35]2[C:30](=[CH:31][CH:32]=[CH:33][CH:34]=2)[N:29]=1.